From a dataset of Catalyst prediction with 721,799 reactions and 888 catalyst types from USPTO. Predict which catalyst facilitates the given reaction. (1) Reactant: [Br:1][C:2]1[CH:3]=[C:4]([C:13]2[CH2:17][C:16]([C:22]3[CH:27]=[C:26]([Cl:28])[CH:25]=[C:24]([Cl:29])[CH:23]=3)([C:18]([F:21])([F:20])[F:19])[O:15][N:14]=2)[CH:5]=[CH:6][C:7]=1[S:8]C(C)(C)C.C1(C)C=CC(S(O)(=O)=O)=CC=1. Product: [Br:1][C:2]1[CH:3]=[C:4]([C:13]2[CH2:17][C:16]([C:22]3[CH:27]=[C:26]([Cl:28])[CH:25]=[C:24]([Cl:29])[CH:23]=3)([C:18]([F:21])([F:19])[F:20])[O:15][N:14]=2)[CH:5]=[CH:6][C:7]=1[SH:8]. The catalyst class is: 451. (2) Reactant: Br[C:2]1[CH:3]=[CH:4][CH:5]=[C:6]2[C:11]=1[N:10]=[C:9]([Cl:12])[N:8]=[C:7]2[N:13]1[CH2:18][CH2:17][O:16][CH2:15][CH2:14]1.[F:19][C:20]1[CH:25]=[CH:24][C:23](B(O)O)=[CH:22][N:21]=1.C(=O)([O-])[O-].[Na+].[Na+].CN(C=O)C. Product: [Cl:12][C:9]1[N:8]=[C:7]([N:13]2[CH2:18][CH2:17][O:16][CH2:15][CH2:14]2)[C:6]2[C:11](=[C:2]([C:23]3[CH:22]=[N:21][C:20]([F:19])=[CH:25][CH:24]=3)[CH:3]=[CH:4][CH:5]=2)[N:10]=1. The catalyst class is: 189. (3) Reactant: [C:1]([C:3]1[CH:4]=[C:5]([CH:10]=[CH:11][CH:12]=1)[C:6]([O:8][CH3:9])=[O:7])#[N:2].[N-:13]=[N+:14]=[N-:15].[Na+].[Cl-].[NH4+].N([O-])=O.[Na+]. Product: [NH:13]1[C:1]([C:3]2[CH:4]=[C:5]([CH:10]=[CH:11][CH:12]=2)[C:6]([O:8][CH3:9])=[O:7])=[N:2][N:15]=[N:14]1. The catalyst class is: 39. (4) Reactant: C(OC(=O)[NH:7][CH:8]([C:12]1[NH:16][N:15]=[N:14][N:13]=1)[CH2:9][C:10]#[N:11])(C)(C)C.[ClH:18]. Product: [ClH:18].[ClH:18].[NH2:7][CH:8]([C:12]1[NH:16][N:15]=[N:14][N:13]=1)[CH2:9][C:10]#[N:11]. The catalyst class is: 12. (5) Reactant: FC(F)(F)C(O)=O.[CH2:8]([C@:10]1([OH:29])[C:22]2[CH:21]=[C:20]3[N:16]([CH2:17][CH2:18][C:19]43OCC[O:23]4)[C:15](=[O:27])[C:14]=2[CH2:13][O:12][C:11]1=[O:28])[CH3:9]. Product: [CH2:8]([C@:10]1([OH:29])[C:22]2[CH:21]=[C:20]3[N:16]([CH2:17][CH2:18][C:19]3=[O:23])[C:15](=[O:27])[C:14]=2[CH2:13][O:12][C:11]1=[O:28])[CH3:9]. The catalyst class is: 13. (6) Reactant: [CH3:1][O:2][C:3](=[O:13])[C:4]1[CH:9]=[CH:8][C:7]([CH2:10]Br)=[CH:6][C:5]=1[Br:12].[CH2:14]([C:18]1[O:19][C:20]2[CH:29]=[CH:28][CH:27]=[CH:26][C:21]=2[C:22]=1[CH:23]=[N:24][OH:25])[CH2:15][CH2:16][CH3:17].C(=O)([O-])[O-].[Cs+].[Cs+]. Product: [CH3:1][O:2][C:3](=[O:13])[C:4]1[CH:9]=[CH:8][C:7]([CH2:10][O:25]/[N:24]=[CH:23]/[C:22]2[C:21]3[CH:26]=[CH:27][CH:28]=[CH:29][C:20]=3[O:19][C:18]=2[CH2:14][CH2:15][CH2:16][CH3:17])=[CH:6][C:5]=1[Br:12]. The catalyst class is: 21. (7) Reactant: [CH2:1]([O:3][C:4](=[O:14])[CH2:5][CH2:6][CH2:7][CH2:8]/[CH:9]=[CH:10]/[CH:11]1[CH2:13][S:12]1)[CH3:2].S1CC1. Product: [S:12]1[CH2:13][CH:11]=[CH:10][CH:9]1[CH2:8][CH2:7][CH2:6][CH2:5][C:4]([O:3][CH2:1][CH3:2])=[O:14]. The catalyst class is: 48. (8) Reactant: C[O:2][C:3]1[C:4]([C:13]2[CH:14]=[N:15][N:16]([CH3:18])[CH:17]=2)=[C:5]2[C:10](=[CH:11][CH:12]=1)[N:9]=[CH:8][CH:7]=[CH:6]2.B(Br)(Br)Br. Product: [CH3:18][N:16]1[CH:17]=[C:13]([C:4]2[C:3]([OH:2])=[CH:12][CH:11]=[C:10]3[C:5]=2[CH:6]=[CH:7][CH:8]=[N:9]3)[CH:14]=[N:15]1. The catalyst class is: 4. (9) Reactant: [CH3:1][CH2:2][C@@H:3]([C@H:5]1[O:10][C@:9]2([O:15][C@@H:14]3[CH2:16][CH:17]=[C:18]([CH3:61])[C@@H:19]([O:40][C@@H:41]4[O:46][C@@H:45]([CH3:47])[C@H:44]([O:48][C@@H:49]5[O:54][C@@H:53]([CH3:55])[C@H:52]([OH:56])[C@@H:51]([O:57][CH3:58])[CH2:50]5)[C@@H:43]([O:59][CH3:60])[CH2:42]4)[C@@H:20]([CH3:39])[CH:21]=[CH:22][CH:23]=[C:24]4[CH2:25][O:26][C@@H:27]5[C@H:32]([OH:33])[C:31]([CH3:34])=[CH:30][C@@H:29]([C:35]([O:37][C@@H:12]([CH2:13]3)[CH2:11]2)=[O:36])[C@:28]45[OH:38])[CH:8]=[CH:7][C@@H:6]1[CH3:62])[CH3:4].[CH3:63][C@@H:64]1[C@H:88]([O:89][C@@H:90]2[O:95][C@@H:94]([CH3:96])[C@H:93]([O:97][C@@H:98]3[O:103][C@@H:102]([CH3:104])[C@H:101]([OH:105])[C@@H:100]([O:106][CH3:107])[CH2:99]3)[C@@H:92]([O:108][CH3:109])[CH2:91]2)[C:87]([CH3:110])=[CH:86][CH2:85][C@H:84]2[O:111][C@:112]3([O:118][C@H:117]([CH:119]([CH3:121])[CH3:120])[C@@H:116]([CH3:122])[CH:115]=[CH:114]3)[CH2:113][C@H:82]([CH2:83]2)[O:81][C:79](=[O:80])[C@@H:73]2[CH:74]=[C:75]([CH3:78])[C@@H:76]([OH:77])[C@@H:71]3[C@@:72]2([OH:123])[C:68]([CH2:69][O:70]3)=[CH:67][CH:66]=[CH:65]1.CC(C)=O. Product: [CH3:1][CH2:2][C@@H:3]([C@H:5]1[O:10][C@:9]2([O:15][C@@H:14]3[CH2:16][CH:17]=[C:18]([CH3:61])[C@@H:19]([O:40][C@@H:41]4[O:46][C@@H:45]([CH3:47])[C@H:44]([O:48][C@@H:49]5[O:54][C@@H:53]([CH3:55])[C@H:52]([OH:56])[C@@H:51]([O:57][CH3:58])[CH2:50]5)[C@@H:43]([O:59][CH3:60])[CH2:42]4)[C@@H:20]([CH3:39])[CH:21]=[CH:22][CH:23]=[C:24]4[CH2:25][O:26][C@@H:27]5[C@H:32]([OH:33])[C:31]([CH3:34])=[CH:30][C@@H:29]([C:35]([O:37][C@@H:12]([CH2:13]3)[CH2:11]2)=[O:36])[C@:28]45[OH:38])[CH:8]=[CH:7][C@@H:6]1[CH3:62])[CH3:4].[CH3:63][C@@H:64]1[C@H:88]([O:89][C@@H:90]2[O:95][C@@H:94]([CH3:96])[C@H:93]([O:97][C@@H:98]3[O:103][C@@H:102]([CH3:104])[C@H:101]([OH:105])[C@@H:100]([O:106][CH3:107])[CH2:99]3)[C@@H:92]([O:108][CH3:109])[CH2:91]2)[C:87]([CH3:110])=[CH:86][CH2:85][C@H:84]2[O:111][C@:112]3([O:118][C@H:117]([CH:119]([CH3:121])[CH3:120])[C@@H:116]([CH3:122])[CH:115]=[CH:114]3)[CH2:113][C@H:82]([CH2:83]2)[O:81][C:79](=[O:80])[C@@H:73]2[CH:74]=[C:75]([CH3:78])[C@@H:76]([OH:77])[C@@H:71]3[C@@:72]2([OH:123])[C:68]([CH2:69][O:70]3)=[CH:67][CH:66]=[CH:65]1. The catalyst class is: 21. (10) Reactant: [O:1]1[C:6]2[CH:7]=[CH:8][C:9]([CH2:11][NH:12][CH:13]3[CH2:18][CH2:17][N:16]([CH2:19][CH2:20][N:21]4[C:30]5[C:25](=[CH:26][CH:27]=[CH:28][CH:29]=5)[C:24]([Cl:31])=[CH:23][C:22]4=[O:32])[CH2:15][CH2:14]3)=[CH:10][C:5]=2[O:4][CH2:3][CH2:2]1.Cl.C(OCC)(=O)C. Product: [ClH:31].[O:1]1[C:6]2[CH:7]=[CH:8][C:9]([CH2:11][NH:12][CH:13]3[CH2:18][CH2:17][N:16]([CH2:19][CH2:20][N:21]4[C:30]5[C:25](=[CH:26][CH:27]=[CH:28][CH:29]=5)[C:24]([Cl:31])=[CH:23][C:22]4=[O:32])[CH2:15][CH2:14]3)=[CH:10][C:5]=2[O:4][CH2:3][CH2:2]1. The catalyst class is: 13.